Dataset: Retrosynthesis with 50K atom-mapped reactions and 10 reaction types from USPTO. Task: Predict the reactants needed to synthesize the given product. Given the product COc1cccc(C2OC(CC(=O)N3CCCCC3)c3nnc(CO)n3-c3ccc(Cl)cc32)c1OC, predict the reactants needed to synthesize it. The reactants are: C1CCNCC1.COc1cccc(C2OC(CC(=O)O)c3nnc(CO)n3-c3ccc(Cl)cc32)c1OC.